From a dataset of Forward reaction prediction with 1.9M reactions from USPTO patents (1976-2016). Predict the product of the given reaction. (1) The product is: [CH3:1][C:2]([NH:6][C:36]([NH:35][C:27](=[O:34])[C:28]1[CH:29]=[CH:30][CH:31]=[CH:32][CH:33]=1)=[S:37])([CH3:5])[CH2:3][NH:4][C:7]([C:20]1[CH:25]=[CH:24][CH:23]=[CH:22][CH:21]=1)([C:14]1[CH:19]=[CH:18][CH:17]=[CH:16][CH:15]=1)[C:8]1[CH:13]=[CH:12][CH:11]=[CH:10][CH:9]=1. Given the reactants [CH3:1][C:2]([NH2:6])([CH3:5])[CH2:3][NH2:4].[C:7](Cl)([C:20]1[CH:25]=[CH:24][CH:23]=[CH:22][CH:21]=1)([C:14]1[CH:19]=[CH:18][CH:17]=[CH:16][CH:15]=1)[C:8]1[CH:13]=[CH:12][CH:11]=[CH:10][CH:9]=1.[C:27]([N:35]=[C:36]=[S:37])(=[O:34])[C:28]1[CH:33]=[CH:32][CH:31]=[CH:30][CH:29]=1, predict the reaction product. (2) Given the reactants C(=O)([O-])[O-].[K+].[K+].CN.C([O:11][C:12](=[O:45])[N:13]([CH2:27][C@H:28](OC(=O)C)[CH2:29][N:30]1[C:34](=[O:35])[C:33]2=CC=CC=C2C1=O)[C:14]1[CH:19]=[CH:18][C:17]([N:20]2[CH2:25][CH2:24][O:23][CH2:22][CH2:21]2)=[C:16]([F:26])[CH:15]=1)C.O, predict the reaction product. The product is: [F:26][C:16]1[CH:15]=[C:14]([N:13]2[CH2:27][C@H:28]([CH2:29][NH:30][C:34](=[O:35])[CH3:33])[O:11][C:12]2=[O:45])[CH:19]=[CH:18][C:17]=1[N:20]1[CH2:25][CH2:24][O:23][CH2:22][CH2:21]1. (3) Given the reactants [CH3:1][S:2]([CH:5]1[CH2:10][CH2:9][C:8]([C:11]2[CH:20]=[CH:19][C:18]3[C:13](=[CH:14][CH:15]=[C:16]([O:21][CH3:22])[CH:17]=3)[C:12]=2[O:23][C:24]2[CH:38]=[CH:37][C:27]([O:28][CH2:29][CH2:30][N:31]3[CH2:36][CH2:35][CH2:34][CH2:33][CH2:32]3)=[CH:26][CH:25]=2)=[CH:7][CH2:6]1)(=[O:4])=[O:3].[ClH:39], predict the reaction product. The product is: [ClH:39].[CH3:1][S:2]([CH:5]1[CH2:10][CH2:9][C:8]([C:11]2[CH:20]=[CH:19][C:18]3[C:13](=[CH:14][CH:15]=[C:16]([O:21][CH3:22])[CH:17]=3)[C:12]=2[O:23][C:24]2[CH:25]=[CH:26][C:27]([O:28][CH2:29][CH2:30][N:31]3[CH2:36][CH2:35][CH2:34][CH2:33][CH2:32]3)=[CH:37][CH:38]=2)=[CH:7][CH2:6]1)(=[O:4])=[O:3].